Task: Regression. Given two drug SMILES strings and cell line genomic features, predict the synergy score measuring deviation from expected non-interaction effect.. Dataset: NCI-60 drug combinations with 297,098 pairs across 59 cell lines Drug 1: CCCS(=O)(=O)NC1=C(C(=C(C=C1)F)C(=O)C2=CNC3=C2C=C(C=N3)C4=CC=C(C=C4)Cl)F. Drug 2: CS(=O)(=O)OCCCCOS(=O)(=O)C. Cell line: UACC-257. Synergy scores: CSS=29.3, Synergy_ZIP=0.640, Synergy_Bliss=-1.74, Synergy_Loewe=-46.9, Synergy_HSA=-5.28.